Predict the reaction yield, written as a fraction of the theoretical maximum amount of product (1.0 means a 100% yield; for example, 0.34 means a 34% yield). From a dataset of Reaction yield outcomes from USPTO patents with 853,638 reactions. (1) The product is [CH2:20]([O:19][C:17]([N:15]1[CH2:16][C:11]2[C:10]([N:22]3[CH2:27][CH2:26][O:25][CH2:24][C@@H:23]3[CH3:28])=[N:9][C:8]([C:5]3[CH:6]=[CH:7][C:2]([NH:1][C:33]([NH:32][CH2:30][CH3:31])=[O:34])=[CH:3][C:4]=3[F:29])=[N:13][C:12]=2[CH2:14]1)=[O:18])[CH3:21]. The yield is 0.340. The reactants are [NH2:1][C:2]1[CH:7]=[CH:6][C:5]([C:8]2[N:9]=[C:10]([N:22]3[CH2:27][CH2:26][O:25][CH2:24][C@@H:23]3[CH3:28])[C:11]3[CH2:16][N:15]([C:17]([O:19][CH2:20][CH3:21])=[O:18])[CH2:14][C:12]=3[N:13]=2)=[C:4]([F:29])[CH:3]=1.[CH2:30]([N:32]=[C:33]=[O:34])[CH3:31]. No catalyst specified. (2) The reactants are Cl[C:2]1[CH:7]=[CH:6][C:5]([C:8]2[CH:34]=[CH:33][C:11]3[NH:12][C:13]([C@@H:15]4[CH2:19][C:18]([F:21])([F:20])[CH2:17][N:16]4[C:22](=[O:32])[C@@H:23]([NH:27][C:28](=[O:31])[O:29][CH3:30])[CH:24]([CH3:26])[CH3:25])=[N:14][C:10]=3[CH:9]=2)=[CH:4][CH:3]=1.[CH3:35][C:36]1([CH3:52])[C:40]([CH3:42])([CH3:41])[O:39][B:38]([B:38]2[O:39][C:40]([CH3:42])([CH3:41])[C:36]([CH3:52])([CH3:35])[O:37]2)[O:37]1.C([O-])(=O)C.[K+].C1(P(C2CCCCC2)C2CCCCC2)CCCCC1. The catalyst is C1C=CC(/C=C/C(/C=C/C2C=CC=CC=2)=O)=CC=1.C1C=CC(/C=C/C(/C=C/C2C=CC=CC=2)=O)=CC=1.C1C=CC(/C=C/C(/C=C/C2C=CC=CC=2)=O)=CC=1.[Pd].[Pd].O1CCOCC1. The product is [F:20][C:18]1([F:21])[CH2:17][N:16]([C:22](=[O:32])[C@@H:23]([NH:27][C:28](=[O:31])[O:29][CH3:30])[CH:24]([CH3:25])[CH3:26])[C@H:15]([C:13]2[NH:12][C:11]3[CH:33]=[CH:34][C:8]([C:5]4[CH:6]=[CH:7][C:2]([B:38]5[O:39][C:40]([CH3:42])([CH3:41])[C:36]([CH3:52])([CH3:35])[O:37]5)=[CH:3][CH:4]=4)=[CH:9][C:10]=3[N:14]=2)[CH2:19]1. The yield is 0.585. (3) The reactants are [F:1][C:2]1[CH:7]=[CH:6][CH:5]=[CH:4][C:3]=1[SH:8].CS(O[CH:14]1[CH2:19][CH2:18][N:17]([C:20]([O:22][C:23]([CH3:26])([CH3:25])[CH3:24])=[O:21])[CH2:16][CH2:15]1)(=O)=O.C([O-])([O-])=O.[K+].[K+].O. The catalyst is C(#N)C. The product is [F:1][C:2]1[CH:7]=[CH:6][CH:5]=[CH:4][C:3]=1[S:8][CH:14]1[CH2:19][CH2:18][N:17]([C:20]([O:22][C:23]([CH3:26])([CH3:25])[CH3:24])=[O:21])[CH2:16][CH2:15]1. The yield is 0.980. (4) The reactants are [CH3:1][S:2]([N:5]([CH3:29])[C:6]1[CH:11]=[CH:10][CH:9]=[CH:8][C:7]=1[C:12]1[N:20]2[C:15]([CH:16]=[N:17][C:18](OS(C(F)(F)F)(=O)=O)=[N:19]2)=[CH:14][CH:13]=1)(=[O:4])=[O:3].[CH3:30][O:31][C:32]1[CH:37]=[C:36]([CH2:38][N:39]2[CH2:44][CH2:43][O:42][CH2:41][CH2:40]2)[CH:35]=[CH:34][C:33]=1[NH2:45].C(N(CC)C(C)C)(C)C.COCC(O)C. No catalyst specified. The product is [CH3:30][O:31][C:32]1[CH:37]=[C:36]([CH2:38][N:39]2[CH2:40][CH2:41][O:42][CH2:43][CH2:44]2)[CH:35]=[CH:34][C:33]=1[NH:45][C:18]1[N:17]=[CH:16][C:15]2=[CH:14][CH:13]=[C:12]([C:7]3[CH:8]=[CH:9][CH:10]=[CH:11][C:6]=3[N:5]([CH3:29])[S:2]([CH3:1])(=[O:4])=[O:3])[N:20]2[N:19]=1. The yield is 0.370. (5) The reactants are [NH:1]([C:5]1[CH:11]=[CH:10][C:8]([OH:9])=[CH:7][CH:6]=1)[C:2]([CH3:4])=[O:3].[C:12]([O:15][C:16]1[CH:21]=[CH:20][C:19](/[CH:22]=[CH:23]/[C:24](Cl)=[O:25])=[CH:18][C:17]=1[O:27][CH3:28])(=[O:14])[CH3:13].O. The catalyst is N1C=CC=CC=1.CC(C)=O. The product is [C:2]([NH:1][C:5]1[CH:11]=[CH:10][C:8]([O:9][C:24](=[O:25])/[CH:23]=[CH:22]/[C:19]2[CH:20]=[CH:21][C:16]([O:15][C:12](=[O:14])[CH3:13])=[C:17]([O:27][CH3:28])[CH:18]=2)=[CH:7][CH:6]=1)(=[O:3])[CH3:4]. The yield is 0.700. (6) The reactants are C1C=CC(P(C2C=CC=CC=2)C2C=CC=CC=2)=CC=1.[C:20]([CH2:22][CH2:23][NH:24][C:25]([C:27]1[C:32]([NH:33][C:34]2[CH:39]=[CH:38][C:37]([Br:40])=[CH:36][C:35]=2[F:41])=[C:31]([CH3:42])[C:30](=[O:43])[N:29]([CH3:44])[CH:28]=1)=O)#[N:21].CC(OC(/N=N/C(OC(C)C)=O)=O)C.[Si]([N:63]=[N+:64]=[N-:65])(C)(C)C. The catalyst is CC#N.C(OCC)(=O)C. The product is [Br:40][C:37]1[CH:38]=[CH:39][C:34]([NH:33][C:32]2[C:27]([C:25]3[N:24]([CH2:23][CH2:22][C:20]#[N:21])[N:65]=[N:64][N:63]=3)=[CH:28][N:29]([CH3:44])[C:30](=[O:43])[C:31]=2[CH3:42])=[C:35]([F:41])[CH:36]=1. The yield is 0.610.